This data is from Forward reaction prediction with 1.9M reactions from USPTO patents (1976-2016). The task is: Predict the product of the given reaction. (1) The product is: [ClH:24].[NH:14]1[CH2:13][CH2:12][CH:11]([N:3]2[C:4]3[C:5](=[N:6][CH:7]=[CH:8][CH:9]=3)[NH:10][C:2]2=[O:1])[CH2:16][CH2:15]1. Given the reactants [O:1]=[C:2]1[NH:10][C:5]2=[N:6][CH:7]=[CH:8][CH:9]=[C:4]2[N:3]1[CH:11]1[CH2:16][CH2:15][N:14](C(OC(C)(C)C)=O)[CH2:13][CH2:12]1.[ClH:24], predict the reaction product. (2) Given the reactants [CH2:1]([NH:8][C:9]([C:11]1([CH2:24][CH2:25][CH2:26][CH2:27]Br)[C:23]2[CH:22]=[CH:21][CH:20]=[CH:19][C:18]=2[C:17]2[C:12]1=[CH:13][CH:14]=[CH:15][CH:16]=2)=[O:10])[C:2]1[CH:7]=[CH:6][CH:5]=[CH:4][CH:3]=1.[C:29]1([CH2:35][C:36]([N:38]2[CH2:43][CH2:42][NH:41][CH2:40][CH2:39]2)=[O:37])[CH:34]=[CH:33][CH:32]=[CH:31][CH:30]=1, predict the reaction product. The product is: [CH2:1]([NH:8][C:9]([C:11]1([CH2:24][CH2:25][CH2:26][CH2:27][N:41]2[CH2:42][CH2:43][N:38]([C:36](=[O:37])[CH2:35][C:29]3[CH:30]=[CH:31][CH:32]=[CH:33][CH:34]=3)[CH2:39][CH2:40]2)[C:23]2[CH:22]=[CH:21][CH:20]=[CH:19][C:18]=2[C:17]2[C:12]1=[CH:13][CH:14]=[CH:15][CH:16]=2)=[O:10])[C:2]1[CH:7]=[CH:6][CH:5]=[CH:4][CH:3]=1. (3) Given the reactants [F:1][C:2]1[CH:7]=[CH:6][C:5]([N:8]2[C:16]3[C:11](=[CH:12][C:13]([CH2:17][CH2:18][CH2:19]OS(C)(=O)=O)=[CH:14][CH:15]=3)[CH:10]=[CH:9]2)=[CH:4][CH:3]=1.[CH2:25]([CH2:28][NH2:29])[CH:26]=C.[CH3:30]N(C=O)C, predict the reaction product. The product is: [CH2:28]([N:29]([CH2:19][CH2:18][CH2:17][C:13]1[CH:12]=[C:11]2[C:16](=[CH:15][CH:14]=1)[N:8]([C:5]1[CH:6]=[CH:7][C:2]([F:1])=[CH:3][CH:4]=1)[CH:9]=[CH:10]2)[CH3:30])[CH:25]=[CH2:26]. (4) Given the reactants [OH-].[Na+].[Cl:3][C:4]1[CH:5]=[C:6]([C:12]2[N:13]=[C:14]([CH3:33])[C:15]3[CH:20]=[CH:19][N:18]([C:21]4[CH:26]=[CH:25][C:24]([CH2:27][C:28]([O:30]CC)=[O:29])=[CH:23][CH:22]=4)[C:16]=3[N:17]=2)[CH:7]=[CH:8][C:9]=1[O:10][CH3:11].Cl, predict the reaction product. The product is: [Cl:3][C:4]1[CH:5]=[C:6]([C:12]2[N:13]=[C:14]([CH3:33])[C:15]3[CH:20]=[CH:19][N:18]([C:21]4[CH:26]=[CH:25][C:24]([CH2:27][C:28]([OH:30])=[O:29])=[CH:23][CH:22]=4)[C:16]=3[N:17]=2)[CH:7]=[CH:8][C:9]=1[O:10][CH3:11]. (5) Given the reactants [N+:1]([C:4]1[CH:5]=[C:6]2[C:10](=[CH:11][CH:12]=1)[NH:9][C:8](=[O:13])[C:7]2=[N:14][N:15]=[CH:16]C1(C)CC(C)(C(O)=O)CN1)([O-:3])=[O:2].Cl.[CH2:28](N=C=NCCCN(C)C)[CH3:29].O[C:40]1C2N=NNC=2C=CC=1.C([N:51]([CH2:54][CH3:55])[CH2:52][CH3:53])C.[NH2:56][C:57]1[CH:62]=[CH:61][CH:60]=[CH:59][C:58]=1[NH:63][C:64](=[O:75])[C:65]1[CH:70]=[CH:69][C:68]([NH:71][CH2:72][CH2:73][NH2:74])=[N:67][CH:66]=1.[Cl-].[Na+].[OH2:78], predict the reaction product. The product is: [NH2:56][C:57]1[CH:62]=[CH:61][CH:60]=[CH:59][C:58]=1[NH:63][C:64](=[O:75])[C:65]1[CH:70]=[CH:69][C:68]([NH:71][CH2:72][CH2:73][NH:74][C:28]([C:29]2[C:55]([CH3:40])=[C:54]([CH:16]=[N:15][N:14]=[C:7]3[C:6]4[C:10](=[CH:11][CH:12]=[C:4]([N+:1]([O-:3])=[O:2])[CH:5]=4)[NH:9][C:8]3=[O:13])[NH:51][C:52]=2[CH3:53])=[O:78])=[N:67][CH:66]=1.